Predict the reaction yield, written as a fraction of the theoretical maximum amount of product (1.0 means a 100% yield; for example, 0.34 means a 34% yield). From a dataset of Reaction yield outcomes from USPTO patents with 853,638 reactions. The reactants are [N+](C1C=CC(CCN)=CC=1)([O-])=O.[NH2:13][C:14]1[CH:19]=[CH:18][C:17]([CH2:20][CH2:21][NH:22][C:23]2[CH:28]=[C:27]([C:29]3[CH:34]=[CH:33][CH:32]=[C:31]([O:35][CH3:36])[CH:30]=3)[N:26]=[C:25]([O:37][CH3:38])[N:24]=2)=[CH:16][CH:15]=1.[ClH:39]. The catalyst is CCO.CCOCC. The product is [ClH:39].[NH2:13][C:14]1[CH:19]=[CH:18][C:17]([CH2:20][CH2:21][NH:22][C:23]2[CH:28]=[C:27]([C:29]3[CH:34]=[CH:33][CH:32]=[C:31]([O:35][CH3:36])[CH:30]=3)[N:26]=[C:25]([O:37][CH3:38])[N:24]=2)=[CH:16][CH:15]=1. The yield is 0.680.